The task is: Predict which catalyst facilitates the given reaction.. This data is from Catalyst prediction with 721,799 reactions and 888 catalyst types from USPTO. Product: [CH3:5][O:6][C:7]([C:9]1[CH:10]=[C:11]([C:20]2[CH:21]=[CH:22][C:23]([CH3:26])=[CH:24][CH:25]=2)[CH:12]=[C:13]([C:15]2[N:16]([CH2:17][CH3:18])[N:3]=[N:2][N:1]=2)[CH:14]=1)=[O:8]. Reactant: [N-:1]=[N+:2]=[N-:3].[Na+].[CH3:5][O:6][C:7]([C:9]1[CH:10]=[C:11]([C:20]2[CH:25]=[CH:24][C:23]([CH3:26])=[CH:22][CH:21]=2)[CH:12]=[C:13]([C:15](=O)[NH:16][CH2:17][CH3:18])[CH:14]=1)=[O:8].[Si](Cl)(Cl)(Cl)Cl.C([O-])([O-])=O.[Na+].[Na+]. The catalyst class is: 10.